From a dataset of Catalyst prediction with 721,799 reactions and 888 catalyst types from USPTO. Predict which catalyst facilitates the given reaction. (1) Reactant: [N+:1]([O-:4])([OH:3])=[O:2].S(=O)(=O)(O)O.[Br:10][CH2:11][CH2:12][CH2:13][CH2:14]O.O. Product: [N+:1]([O-:4])([O:3][CH2:14][CH2:13][CH2:12][CH2:11][Br:10])=[O:2]. The catalyst class is: 4. (2) Reactant: Br[C:2]1[CH:7]=[CH:6][CH:5]=[C:4]([C:8]([F:11])([F:10])[F:9])[N:3]=1.[NH:12]1[CH2:17][CH2:16][NH:15][CH2:14][CH:13]1[C:18]([O:20][CH2:21][CH3:22])=[O:19].C(N(CC)C(C)C)(C)C. Product: [F:9][C:8]([F:11])([F:10])[C:4]1[N:3]=[C:2]([N:15]2[CH2:16][CH2:17][NH:12][CH:13]([C:18]([O:20][CH2:21][CH3:22])=[O:19])[CH2:14]2)[CH:7]=[CH:6][CH:5]=1. The catalyst class is: 16. (3) Reactant: [C:1]([O:5][C:6]([N:8]1[CH2:13][CH2:12][CH:11]([CH2:14][C:15]2[CH:20]=[CH:19][C:18]([NH2:21])=[CH:17][CH:16]=2)[CH2:10][CH2:9]1)=[O:7])([CH3:4])([CH3:3])[CH3:2].[N-:22]=[N+:23]=[N-:24].[Na+].N([O-])=O.[Na+].[C:30](O)(=O)C. Product: [C:1]([O:5][C:6]([N:8]1[CH2:13][CH2:12][CH:11]([CH2:14][C:15]2[CH:20]=[CH:19][C:18]([N:21]3[CH:30]=[N:24][N:23]=[N:22]3)=[CH:17][CH:16]=2)[CH2:10][CH2:9]1)=[O:7])([CH3:4])([CH3:2])[CH3:3]. The catalyst class is: 6. (4) Reactant: [CH3:1][O:2][C:3]1[CH:23]=[CH:22][C:6]([CH2:7][O:8][C:9]2[CH:14]=[CH:13][CH:12]=[CH:11][C:10]=2[C:15](=O)[CH2:16][CH2:17][C:18](=O)[CH3:19])=[CH:5][CH:4]=1.[CH2:24]([O:26][C:27](=[O:35])[C:28]1[CH:33]=[CH:32][CH:31]=[C:30]([NH2:34])[CH:29]=1)[CH3:25]. Product: [CH2:24]([O:26][C:27](=[O:35])[C:28]1[CH:33]=[CH:32][CH:31]=[C:30]([N:34]2[C:18]([CH3:19])=[CH:17][CH:16]=[C:15]2[C:10]2[CH:11]=[CH:12][CH:13]=[CH:14][C:9]=2[O:8][CH2:7][C:6]2[CH:22]=[CH:23][C:3]([O:2][CH3:1])=[CH:4][CH:5]=2)[CH:29]=1)[CH3:25]. The catalyst class is: 11.